From a dataset of Reaction yield outcomes from USPTO patents with 853,638 reactions. Predict the reaction yield, written as a fraction of the theoretical maximum amount of product (1.0 means a 100% yield; for example, 0.34 means a 34% yield). (1) The reactants are C(=O)([O-])[O-].[K+].[K+].[Br:7][C:8]1[CH:13]=[CH:12][C:11]([NH:14][C:15](=[O:18])[CH2:16]Cl)=[CH:10][CH:9]=1.[OH:19][C:20]1[CH:29]=[CH:28][CH:27]=[CH:26][C:21]=1[C:22]([O:24][CH3:25])=[O:23].Cl. The catalyst is CN(C=O)C. The product is [Br:7][C:8]1[CH:13]=[CH:12][C:11]([NH:14][C:15](=[O:18])[CH2:16][O:19][C:20]2[CH:29]=[CH:28][CH:27]=[CH:26][C:21]=2[C:22]([O:24][CH3:25])=[O:23])=[CH:10][CH:9]=1. The yield is 0.940. (2) The reactants are C1(COC(=O)[NH:10][CH2:11][C@@H:12]2[CH2:16][CH2:15][N:14]([CH2:17][C@@H:18]([C:20]3[C:29]4[C:24](=[CH:25][CH:26]=[C:27]([O:30][CH3:31])[N:28]=4)[N:23]=[CH:22][C:21]=3[F:32])[OH:19])[CH2:13]2)C=CC=CC=1. The catalyst is CCO.[OH-].[OH-].[Pd+2]. The product is [NH2:10][CH2:11][C@@H:12]1[CH2:16][CH2:15][N:14]([CH2:17][C@@H:18]([C:20]2[C:29]3[C:24](=[CH:25][CH:26]=[C:27]([O:30][CH3:31])[N:28]=3)[N:23]=[CH:22][C:21]=2[F:32])[OH:19])[CH2:13]1. The yield is 1.00.